This data is from Full USPTO retrosynthesis dataset with 1.9M reactions from patents (1976-2016). The task is: Predict the reactants needed to synthesize the given product. (1) Given the product [CH3:8][C:6]1([CH3:7])[C:2]([CH3:16])([CH3:1])[O:3][B:4]([C:9]2[CH:15]=[CH:14][C:12]([NH:13][C:23](=[O:24])[C:18]3[CH:19]=[CH:20][CH:21]=[CH:22][N:17]=3)=[CH:11][CH:10]=2)[O:5]1, predict the reactants needed to synthesize it. The reactants are: [CH3:1][C:2]1([CH3:16])[C:6]([CH3:8])([CH3:7])[O:5][B:4]([C:9]2[CH:15]=[CH:14][C:12]([NH2:13])=[CH:11][CH:10]=2)[O:3]1.[N:17]1[CH:22]=[CH:21][CH:20]=[CH:19][C:18]=1[C:23](O)=[O:24].CN(C(ON1N=NC2C=CC=CC1=2)=[N+](C)C)C.[B-](F)(F)(F)F.CCN(C(C)C)C(C)C. (2) Given the product [Cl:1][C:2]1[CH:7]=[CH:6][C:5]([C:8]2[N:12]([C:13]3[CH:18]=[CH:17][CH:16]=[CH:15][C:14]=3[O:19][CH3:20])[N:11]=[C:10]([C:41]3[CH2:40][C@H:39]([CH3:45])[O:31][C@@H:43]([CH3:44])[CH:42]=3)[CH:9]=2)=[CH:4][CH:3]=1, predict the reactants needed to synthesize it. The reactants are: [Cl:1][C:2]1[CH:7]=[CH:6][C:5]([C:8]2[N:12]([C:13]3[CH:18]=[CH:17][CH:16]=[CH:15][C:14]=3[O:19][CH3:20])[N:11]=[C:10](B3OC(C)(C)C(C)(C)O3)[CH:9]=2)=[CH:4][CH:3]=1.C([O-])([O-])=[O:31].[Na+].[Na+].CCO.[C:39]1([CH3:45])[CH:44]=[CH:43][CH:42]=[CH:41][CH:40]=1. (3) Given the product [I:1][C:2]1[CH:3]=[C:4]([CH2:8][S:9]([NH2:13])(=[O:11])=[O:10])[CH:5]=[CH:6][CH:7]=1, predict the reactants needed to synthesize it. The reactants are: [I:1][C:2]1[CH:3]=[C:4]([CH2:8][S:9](Cl)(=[O:11])=[O:10])[CH:5]=[CH:6][CH:7]=1.[NH3:13]. (4) Given the product [CH:16]1([NH:15][C:13](=[O:14])[CH2:12][O:10][C:6]2[CH:7]=[CH:8][CH:9]=[C:4]([N+:1]([O-:3])=[O:2])[CH:5]=2)[CH2:18][CH2:17]1, predict the reactants needed to synthesize it. The reactants are: [N+:1]([C:4]1[CH:5]=[C:6]([OH:10])[CH:7]=[CH:8][CH:9]=1)([O-:3])=[O:2].Cl[CH2:12][C:13]([NH:15][CH:16]1[CH2:18][CH2:17]1)=[O:14].C([O-])([O-])=O.[K+].[K+]. (5) Given the product [CH3:43][N:44]1[CH:48]2[CH2:47][CH2:46][CH:45]1[CH2:51][CH:50]([O:32][C:33]1[CH:34]=[C:35]3[C:40](=[CH:41][CH:42]=1)[CH:39]=[N:38][CH:37]=[CH:36]3)[CH2:49]2, predict the reactants needed to synthesize it. The reactants are: C1(P(C2C=CC=CC=2)C2C=CC=CC=2)C=CC=CC=1.N(C(OCC)=O)=NC(OCC)=O.[OH:32][C:33]1[CH:34]=[C:35]2[C:40](=[CH:41][CH:42]=1)[CH:39]=[N:38][CH:37]=[CH:36]2.[CH3:43][N:44]1[CH:48]2[CH2:49][CH:50](O)[CH2:51][CH:45]1[CH2:46][CH2:47]2. (6) Given the product [CH3:1][O:2][CH2:3][CH:4]1[CH2:8][CH2:7][CH2:6][N:5]1[C:9]1[C:16]([CH3:17])=[CH:15][C:12]([C:13]([OH:21])=[O:18])=[CH:11][N:10]=1, predict the reactants needed to synthesize it. The reactants are: [CH3:1][O:2][CH2:3][CH:4]1[CH2:8][CH2:7][CH2:6][N:5]1[C:9]1[C:16]([CH3:17])=[CH:15][C:12]([C:13]#N)=[CH:11][N:10]=1.[OH-:18].[K+].Cl.[OH2:21].